The task is: Predict the reaction yield, written as a fraction of the theoretical maximum amount of product (1.0 means a 100% yield; for example, 0.34 means a 34% yield).. This data is from Reaction yield outcomes from USPTO patents with 853,638 reactions. (1) The catalyst is C(#N)C. The product is [C:53]([C:52]1([NH:51][C:16]([C@@H:14]2[CH2:15][C@@H:11]([S:8]([C:5]3[CH:6]=[CH:7][C:2]([Br:1])=[CH:3][C:4]=3[C:27]([F:29])([F:30])[F:28])(=[O:10])=[O:9])[CH2:12][C@H:13]2[C:19]([N:21]2[CH2:22][C:23]([F:25])([F:26])[CH2:24]2)=[O:20])=[O:17])[CH2:56][CH2:57]1)#[N:54]. The yield is 0.850. The reactants are [Br:1][C:2]1[CH:7]=[CH:6][C:5]([S:8]([C@@H:11]2[CH2:15][C@@H:14]([C:16](O)=[O:17])[C@H:13]([C:19]([N:21]3[CH2:24][C:23]([F:26])([F:25])[CH2:22]3)=[O:20])[CH2:12]2)(=[O:10])=[O:9])=[C:4]([C:27]([F:30])([F:29])[F:28])[CH:3]=1.C(N(CC)C(C)C)(C)C.C[NH3+].F[P-](F)(F)(F)(F)F.N1(OC(N(C)C)=[N+](C)C)[C:53]2[N:54]=C[CH:56]=[CH:57][C:52]=2[N:51]=N1.F[P-](F)(F)(F)(F)F.C1C(N)(C#N)C1.Cl. (2) The catalyst is C(Cl)Cl. The reactants are [Cl:1][C:2]1[CH:35]=[CH:34][C:5]([CH2:6][CH2:7][NH:8][C:9]([C:11]2[CH:33]=[CH:32][C:14]([O:15][C:16]3[CH:21]=[CH:20][C:19]([CH2:22][C:23]([O:25]C(C)(C)C)=[O:24])=[CH:18][C:17]=3[C:30]#[N:31])=[CH:13][CH:12]=2)=[O:10])=[CH:4][CH:3]=1.C(O)(C(F)(F)F)=O. The product is [Cl:1][C:2]1[CH:3]=[CH:4][C:5]([CH2:6][CH2:7][NH:8][C:9]([C:11]2[CH:12]=[CH:13][C:14]([O:15][C:16]3[CH:21]=[CH:20][C:19]([CH2:22][C:23]([OH:25])=[O:24])=[CH:18][C:17]=3[C:30]#[N:31])=[CH:32][CH:33]=2)=[O:10])=[CH:34][CH:35]=1. The yield is 0.847.